This data is from Catalyst prediction with 721,799 reactions and 888 catalyst types from USPTO. The task is: Predict which catalyst facilitates the given reaction. (1) Reactant: [CH:1]1[C:10]2[C:5](=[CH:6][CH:7]=[CH:8][CH:9]=2)[CH:4]=[CH:3][C:2]=1[CH:11]=O.[CH3:13][C:14]1(C)[O:19]C(=O)CC(=O)O1.[C:23]([O:29][CH3:30])(=[O:28])[CH2:24][C:25]([CH3:27])=O.C([O-])(=O)C.[NH4+:35]. Product: [CH3:27][C:25]1[NH:35][C:14](=[O:19])[CH2:13][CH:11]([C:2]2[CH:3]=[CH:4][C:5]3[C:10](=[CH:9][CH:8]=[CH:7][CH:6]=3)[CH:1]=2)[C:24]=1[C:23]([O:29][CH3:30])=[O:28]. The catalyst class is: 86. (2) Reactant: [C:1]1([CH2:7][CH2:8][C:9]#[N:10])[CH:6]=[CH:5][CH:4]=[CH:3][CH:2]=1.[CH2:11]([C:18]1[C:19]([C:30]2[CH:31]=[C:32]3[C:37](=[CH:38][CH:39]=2)[CH:36]=[N:35][CH:34]=[CH:33]3)=[N:20][O:21][C:22]=1[NH:23][C:24](=O)OCC=C)[C:12]1[CH:17]=[CH:16][CH:15]=[CH:14][CH:13]=1.[CH:40]1C2C(=CC(C3C=C(NC(=O)OCC=C)ON=3)=CC=2)C=C[N:41]=1. Product: [NH2:10][C@@H:9]([CH2:8][C:7]1[C:1]2[C:6](=[CH:5][CH:4]=[CH:3][CH:2]=2)[NH:41][CH:40]=1)[CH2:24][NH:23][C:22]1[O:21][N:20]=[C:19]([C:30]2[CH:31]=[C:32]3[C:37](=[CH:38][CH:39]=2)[CH:36]=[N:35][CH:34]=[CH:33]3)[C:18]=1[CH2:11][C:12]1[CH:17]=[CH:16][CH:15]=[CH:14][CH:13]=1. The catalyst class is: 10. (3) Reactant: [CH3:1][NH:2][C:3]1[C:8]([NH2:9])=[CH:7][C:6]([C:10]([F:13])([F:12])[F:11])=[CH:5][N:4]=1.[CH2:14]([S:17][C:18]1[CH:26]=[CH:25][CH:24]=[CH:23][C:19]=1[C:20](O)=O)[CH:15]=[CH2:16].CCN=C=NCCCN(C)C. Product: [CH2:14]([S:17][C:18]1[CH:26]=[CH:25][CH:24]=[CH:23][C:19]=1[C:20]1[N:2]([CH3:1])[C:3]2=[N:4][CH:5]=[C:6]([C:10]([F:11])([F:12])[F:13])[CH:7]=[C:8]2[N:9]=1)[CH:15]=[CH2:16]. The catalyst class is: 113. (4) Reactant: [Cl:1][C:2]1[CH:3]=[C:4]([N+:14]([O-])=O)[C:5]([O:12][CH3:13])=[C:6]([CH:11]=1)[C:7]([O:9][CH3:10])=[O:8].[Cl-].[NH4+].O. Product: [NH2:14][C:4]1[C:5]([O:12][CH3:13])=[C:6]([CH:11]=[C:2]([Cl:1])[CH:3]=1)[C:7]([O:9][CH3:10])=[O:8]. The catalyst class is: 415. (5) Reactant: [C:1]([Br:5])(Br)(Br)Br.[CH2:6]([O:13][CH2:14][CH2:15][CH2:16][CH2:17][CH2:18][CH2:19][CH2:20][CH2:21][CH2:22][CH2:23][CH2:24]CO)[C:7]1[CH:12]=[CH:11][CH:10]=[CH:9][CH:8]=1.C1C=CC(P(C2C=CC=CC=2)C2C=CC=CC=2)=CC=1. Product: [CH2:6]([O:13][CH2:14][CH2:15][CH2:16][CH2:17][CH2:18][CH2:19][CH2:20][CH2:21][CH2:22][CH2:23][CH2:24][CH2:1][Br:5])[C:7]1[CH:12]=[CH:11][CH:10]=[CH:9][CH:8]=1. The catalyst class is: 2. (6) Reactant: [Br:1][C:2]1[CH:3]=[N:4][C:5]2[C:10]([CH:11]=1)=[CH:9][C:8]([O:12][CH3:13])=[C:7]([OH:14])[CH:6]=2.C(=O)([O-])[O-].[Cs+].[Cs+].I[CH2:22][CH3:23].[NH4+].[Cl-]. Product: [Br:1][C:2]1[CH:3]=[N:4][C:5]2[C:10]([CH:11]=1)=[CH:9][C:8]([O:12][CH3:13])=[C:7]([O:14][CH2:22][CH3:23])[CH:6]=2. The catalyst class is: 18. (7) Product: [Cl:20][C:21]1[CH:22]=[C:23]([CH:27]=[CH:28][CH:29]=1)[C:24]([NH:19][C:14]1[CH:13]=[C:12]2[C:17]([CH:18]=[C:10]([C:3]3[C:4]([O:8][CH3:9])=[N:5][CH:6]=[CH:7][C:2]=3[Cl:1])[NH:11]2)=[CH:16][CH:15]=1)=[O:25]. Reactant: [Cl:1][C:2]1[CH:7]=[CH:6][N:5]=[C:4]([O:8][CH3:9])[C:3]=1[C:10]1[NH:11][C:12]2[C:17]([CH:18]=1)=[CH:16][CH:15]=[C:14]([NH2:19])[CH:13]=2.[Cl:20][C:21]1[CH:22]=[C:23]([CH:27]=[CH:28][CH:29]=1)[C:24](O)=[O:25].CN(C(ON1N=NC2C=CC=NC1=2)=[N+](C)C)C.F[P-](F)(F)(F)(F)F.O. The catalyst class is: 2. (8) Reactant: [Cl:1][C:2]1[CH:41]=[CH:40][CH:39]=[C:38]([Cl:42])[C:3]=1[CH2:4][C:5]1[N:15]=[C:14]([NH:16][C:17]2[C:22]([F:23])=[CH:21][C:20]([N:24]3[CH2:29][CH2:28][N:27](C(OC(C)(C)C)=O)[CH2:26][CH2:25]3)=[C:19]([CH3:37])[CH:18]=2)[C:8]2[C:9](=[O:13])[NH:10][N:11]=[CH:12][C:7]=2[CH:6]=1.FC(F)(F)C(O)=O. Product: [Cl:1][C:2]1[CH:41]=[CH:40][CH:39]=[C:38]([Cl:42])[C:3]=1[CH2:4][C:5]1[N:15]=[C:14]([NH:16][C:17]2[CH:18]=[C:19]([CH3:37])[C:20]([N:24]3[CH2:25][CH2:26][NH:27][CH2:28][CH2:29]3)=[CH:21][C:22]=2[F:23])[C:8]2[C:9](=[O:13])[NH:10][N:11]=[CH:12][C:7]=2[CH:6]=1. The catalyst class is: 4. (9) Reactant: [Br:1][C:2]1[N:7]=[C:6]([C:8](=[O:10])[CH3:9])[CH:5]=[CH:4][CH:3]=1.C(N(CC)CC)C.[C:18]([Si:22]([CH3:32])([CH3:31])S(OC(F)(F)F)(=O)=O)([CH3:21])([CH3:20])[CH3:19]. Product: [Br:1][C:2]1[CH:3]=[CH:4][CH:5]=[C:6]([C:8]([O:10][Si:22]([C:18]([CH3:21])([CH3:20])[CH3:19])([CH3:32])[CH3:31])=[CH2:9])[N:7]=1. The catalyst class is: 96. (10) Reactant: [N:1]1([C:10]2[S:14][C:13]([C:15]([NH2:17])=O)=[C:12]([O:18][CH2:19][C:20]3[CH:25]=[CH:24][CH:23]=[CH:22][CH:21]=3)[CH:11]=2)[C:5]2[CH:6]=[CH:7][CH:8]=[CH:9][C:4]=2[N:3]=[CH:2]1.[Cl-].ClC1N(C)CC[NH+]1C.FC(F)(F)C(O)=O.C(N(CC)CC)C. Product: [N:1]1([C:10]2[S:14][C:13]([C:15]#[N:17])=[C:12]([O:18][CH2:19][C:20]3[CH:25]=[CH:24][CH:23]=[CH:22][CH:21]=3)[CH:11]=2)[C:5]2[CH:6]=[CH:7][CH:8]=[CH:9][C:4]=2[N:3]=[CH:2]1. The catalyst class is: 46.